The task is: Predict the reaction yield, written as a fraction of the theoretical maximum amount of product (1.0 means a 100% yield; for example, 0.34 means a 34% yield).. This data is from Reaction yield outcomes from USPTO patents with 853,638 reactions. The reactants are [I:1][C:2]1[C:6]([CH:7]=O)=[CH:5][N:4]([CH:9]2[CH2:14][CH2:13][CH2:12][CH2:11][O:10]2)[N:3]=1.[CH3:15][NH:16][CH2:17][CH2:18][NH:19][C:20](=[O:26])[O:21][C:22]([CH3:25])([CH3:24])[CH3:23].[BH-](OC(C)=O)(OC(C)=O)OC(C)=O.[Na+]. The catalyst is ClC(Cl)C. The product is [I:1][C:2]1[C:6]([CH2:7][N:16]([CH3:15])[CH2:17][CH2:18][NH:19][C:20](=[O:26])[O:21][C:22]([CH3:23])([CH3:24])[CH3:25])=[CH:5][N:4]([CH:9]2[CH2:14][CH2:13][CH2:12][CH2:11][O:10]2)[N:3]=1. The yield is 0.830.